Dataset: Reaction yield outcomes from USPTO patents with 853,638 reactions. Task: Predict the reaction yield, written as a fraction of the theoretical maximum amount of product (1.0 means a 100% yield; for example, 0.34 means a 34% yield). (1) The reactants are [CH3:1][O:2][C:3](=[O:11])[C:4]1[CH:9]=[CH:8][C:7]([NH2:10])=[N:6][CH:5]=1.[C:12]1(=O)[O:17][C:15](=[O:16])[C:14]2=[CH:18][CH:19]=[CH:20][CH:21]=[C:13]12.O. The catalyst is C1(C)C=CC=CC=1. The product is [CH3:1][O:2][C:3](=[O:11])[C:4]1[CH:9]=[CH:8][C:7]([N:10]2[C:15](=[O:16])[C:14]3[C:13](=[CH:21][CH:20]=[CH:19][CH:18]=3)[C:12]2=[O:17])=[N:6][CH:5]=1. The yield is 0.600. (2) The reactants are [CH3:1][O:2][C:3](=[O:15])[C:4]1[CH:12]=[CH:11][C:7]([C:8]([OH:10])=O)=[C:6]([O:13][CH3:14])[CH:5]=1.C(Cl)CCl.C1C=NC2N(O)N=NC=2C=1.CCN(C(C)C)C(C)C.[CH3:39][NH:40][CH2:41][CH2:42][N:43]1[CH2:48][CH2:47][CH:46]([O:49][C:50](=[O:64])[NH:51][C:52]2[CH:57]=[CH:56][CH:55]=[CH:54][C:53]=2[C:58]2[CH:63]=[CH:62][CH:61]=[CH:60][CH:59]=2)[CH2:45][CH2:44]1. The catalyst is CN(C=O)C. The product is [CH3:1][O:2][C:3](=[O:15])[C:4]1[CH:12]=[CH:11][C:7]([C:8]([N:40]([CH2:41][CH2:42][N:43]2[CH2:44][CH2:45][CH:46]([O:49][C:50](=[O:64])[NH:51][C:52]3[CH:57]=[CH:56][CH:55]=[CH:54][C:53]=3[C:58]3[CH:63]=[CH:62][CH:61]=[CH:60][CH:59]=3)[CH2:47][CH2:48]2)[CH3:39])=[O:10])=[C:6]([O:13][CH3:14])[CH:5]=1. The yield is 0.890. (3) The reactants are [Cl:1][C:2]1[CH:11]=[CH:10][C:9]([Cl:12])=[C:8]2[C:3]=1[CH2:4][CH2:5][NH:6][C:7]2=[O:13].[Br:14]N1C(=O)CCC1=O. The catalyst is S(=O)(=O)(O)O. The product is [Br:14][C:10]1[C:9]([Cl:12])=[C:8]2[C:3]([CH2:4][CH2:5][NH:6][C:7]2=[O:13])=[C:2]([Cl:1])[CH:11]=1. The yield is 0.750. (4) The reactants are [I:1][C:2]1[N:3]=[CH:4][NH:5][CH:6]=1.C([O-])([O-])=O.[Cs+].[Cs+].[CH3:13][C:14]1([CH3:17])[CH2:16][O:15]1. No catalyst specified. The product is [I:1][C:2]1[N:3]=[CH:4][N:5]([CH2:13][C:14]([CH3:17])([OH:15])[CH3:16])[CH:6]=1. The yield is 0.710. (5) The reactants are Cl[C:2]1[N:6]([CH3:7])[N:5]=[CH:4][C:3]=1[N+:8]([O-:10])=[O:9].Cl.[F:12][CH:13]1[CH2:18][CH2:17][CH2:16][NH:15][CH2:14]1. No catalyst specified. The product is [F:12][CH:13]1[CH2:18][CH2:17][CH2:16][N:15]([C:2]2[N:6]([CH3:7])[N:5]=[CH:4][C:3]=2[N+:8]([O-:10])=[O:9])[CH2:14]1. The yield is 0.970.